This data is from Reaction yield outcomes from USPTO patents with 853,638 reactions. The task is: Predict the reaction yield, written as a fraction of the theoretical maximum amount of product (1.0 means a 100% yield; for example, 0.34 means a 34% yield). (1) The reactants are [C:1]1([CH2:7][C:8]([NH2:10])=[O:9])[CH:6]=[CH:5][CH:4]=[CH:3][CH:2]=1.C(Cl)(=O)[C:12](Cl)=[O:13].[NH2:17][C:18]1[CH:36]=[CH:35][C:21]([O:22][C:23]2[CH:28]=[CH:27][N:26]=[C:25]([NH:29][C:30](=[O:34])[N:31]([CH3:33])[CH3:32])[CH:24]=2)=[CH:20][CH:19]=1.C(OCC)(=O)C. The catalyst is ClCCCl.CN(C)C=O. The product is [CH3:32][N:31]([CH3:33])[C:30]([NH:29][C:25]1[CH:24]=[C:23]([O:22][C:21]2[CH:35]=[CH:36][C:18]([NH:17][C:12]([NH:10][C:8](=[O:9])[CH2:7][C:1]3[CH:6]=[CH:5][CH:4]=[CH:3][CH:2]=3)=[O:13])=[CH:19][CH:20]=2)[CH:28]=[CH:27][N:26]=1)=[O:34]. The yield is 0.0510. (2) The reactants are CC(OI1(OC(C)=O)(OC(C)=O)OC(=O)C2C=CC=CC1=2)=O.[Si]([O:30][CH2:31][CH:32]([OH:58])[CH2:33][N:34]1[C:43]2[C:38](=[CH:39][CH:40]=[CH:41][CH:42]=2)[CH2:37][CH:36]([NH:44][C:45]([C:47]2[NH:48][C:49]3[C:54]([CH:55]=2)=[CH:53][C:52]([Cl:56])=[CH:51][CH:50]=3)=[O:46])[C:35]1=[O:57])(C(C)(C)C)(C)C. The catalyst is C(Cl)Cl. The product is [Cl:56][C:52]1[CH:53]=[C:54]2[C:49](=[CH:50][CH:51]=1)[NH:48][C:47]([C:45]([NH:44][CH:36]1[CH2:37][C:38]3[C:43](=[CH:42][CH:41]=[CH:40][CH:39]=3)[N:34]([CH2:33][C:32](=[O:58])[CH2:31][OH:30])[C:35]1=[O:57])=[O:46])=[CH:55]2. The yield is 0.310. (3) The reactants are [CH2:1]([O:3][C:4](=[O:17])[CH2:5][N:6]1[C:14]2[C:9](=[CH:10][C:11]([F:15])=[CH:12][CH:13]=2)[CH:8]=[C:7]1[CH3:16])[CH3:2].[C:18]1([S:24]([C:27]2[CH:28]=[C:29]([CH:32]=[CH:33][N:34]=2)C=O)(=[O:26])=[O:25])[CH:23]=[CH:22][CH:21]=[CH:20][CH:19]=1.[Si](OS(C(F)(F)F)(=O)=O)(C)(C)[CH3:36].C([SiH](CC)CC)C. The catalyst is ClCCl. The product is [CH2:1]([O:3][C:4](=[O:17])[CH2:5][N:6]1[C:14]2[C:9](=[CH:10][C:11]([F:15])=[CH:12][CH:13]=2)[C:8]([CH2:36][C:28]2[C:27]([S:24]([C:18]3[CH:19]=[CH:20][CH:21]=[CH:22][CH:23]=3)(=[O:25])=[O:26])=[N:34][CH:33]=[CH:32][CH:29]=2)=[C:7]1[CH3:16])[CH3:2]. The yield is 0.640. (4) The reactants are [CH3:1][C:2]1[N:6]([C:7]2[CH:12]=[CH:11][CH:10]=[CH:9][CH:8]=2)[N:5]=[CH:4][C:3]=1[C:13]([NH:15][C:16]1[CH:21]=[CH:20][C:19]([C@@H:22]2[O:27][CH2:26][CH2:25][N:24](C(OC(C)(C)C)=O)[CH2:23]2)=[CH:18][CH:17]=1)=[O:14].[ClH:35].O1CCOCC1. The catalyst is O1CCCC1. The product is [ClH:35].[CH3:1][C:2]1[N:6]([C:7]2[CH:8]=[CH:9][CH:10]=[CH:11][CH:12]=2)[N:5]=[CH:4][C:3]=1[C:13]([NH:15][C:16]1[CH:21]=[CH:20][C:19]([C@@H:22]2[O:27][CH2:26][CH2:25][NH:24][CH2:23]2)=[CH:18][CH:17]=1)=[O:14]. The yield is 0.920. (5) The reactants are O=C1C2C(=CC=CC=2)C(=O)[N:3]1[O:12][CH:13]1[CH2:18][N:17]([C:19]([O:21][C:22]([CH3:25])([CH3:24])[CH3:23])=[O:20])[CH2:16][C:15]2[N:26]([CH3:29])[N:27]=[CH:28][C:14]1=2.C(Cl)Cl.O.NN. The catalyst is C(O)C. The product is [NH2:3][O:12][CH:13]1[CH2:18][N:17]([C:19]([O:21][C:22]([CH3:23])([CH3:24])[CH3:25])=[O:20])[CH2:16][C:15]2[N:26]([CH3:29])[N:27]=[CH:28][C:14]1=2. The yield is 0.620. (6) The reactants are [F:1][C:2]1[CH:7]=[CH:6][C:5]([F:8])=[CH:4][C:3]=1[CH:9]([S:13]([C:16]1[CH:21]=[CH:20][C:19]([CH3:22])=[CH:18][CH:17]=1)(=[O:15])=[O:14])[NH:10][CH:11]=O.P(Cl)(Cl)(Cl)=O.N1C(C)=CC=CC=1C.C(=O)(O)[O-].[Na+]. The catalyst is C(OCC)(=O)C.O1CCCC1. The product is [C:19]1([CH3:22])[CH:18]=[CH:17][C:16]([S:13]([CH:9]([N+:10]#[C-:11])[C:3]2[CH:4]=[C:5]([F:8])[CH:6]=[CH:7][C:2]=2[F:1])(=[O:15])=[O:14])=[CH:21][CH:20]=1. The yield is 0.660. (7) The reactants are Br[C:2]1[S:3][C:4]2[CH2:5][C:6]3[C:12]([C:13]4[CH:18]=[CH:17][C:16]([O:19][CH3:20])=[CH:15][CH:14]=4)=[N:11][N:10]([CH2:21][O:22][CH2:23][CH2:24][Si:25]([CH3:28])([CH3:27])[CH3:26])[C:7]=3[C:8]=2[CH:9]=1.[CH3:29][O:30][C:31]1[CH:32]=[C:33](B2OC(C)(C)C(C)(C)O2)[CH:34]=[CH:35][C:36]=1[O:37][CH3:38].C([O-])([O-])=O.[Na+].[Na+]. The catalyst is C1(C)C=CC=CC=1.C(O)C.Cl[Pd](Cl)([P](C1C=CC=CC=1)(C1C=CC=CC=1)C1C=CC=CC=1)[P](C1C=CC=CC=1)(C1C=CC=CC=1)C1C=CC=CC=1. The product is [CH3:29][O:30][C:31]1[CH:32]=[C:33]([C:2]2[S:3][C:4]3[CH2:5][C:6]4[C:12]([C:13]5[CH:18]=[CH:17][C:16]([O:19][CH3:20])=[CH:15][CH:14]=5)=[N:11][N:10]([CH2:21][O:22][CH2:23][CH2:24][Si:25]([CH3:26])([CH3:28])[CH3:27])[C:7]=4[C:8]=3[CH:9]=2)[CH:34]=[CH:35][C:36]=1[O:37][CH3:38]. The yield is 0.650. (8) The reactants are [NH2:1][C:2]1[CH:7]=[CH:6][C:5]([C:8]2([C:11]([O:13][CH3:14])=[O:12])[CH2:10][CH2:9]2)=[CH:4][CH:3]=1.C1C(=O)N([Br:22])C(=O)C1.O. The product is [NH2:1][C:2]1[CH:3]=[CH:4][C:5]([C:8]2([C:11]([O:13][CH3:14])=[O:12])[CH2:10][CH2:9]2)=[CH:6][C:7]=1[Br:22]. The yield is 0.780. The catalyst is C(#N)C.